Dataset: Ames mutagenicity test results for genotoxicity prediction. Task: Regression/Classification. Given a drug SMILES string, predict its toxicity properties. Task type varies by dataset: regression for continuous values (e.g., LD50, hERG inhibition percentage) or binary classification for toxic/non-toxic outcomes (e.g., AMES mutagenicity, cardiotoxicity, hepatotoxicity). Dataset: ames. (1) The compound is CC(=O)Nc1ccccc1C. The result is 1 (mutagenic). (2) The drug is C[C@@H](CCN(C)C)N(C)C. The result is 0 (non-mutagenic). (3) The compound is O=C(/C=C/c1ccccc1)c1ccc(O)cc1. The result is 0 (non-mutagenic). (4) The result is 1 (mutagenic). The compound is OCCNc1ccc(N=Nc2ccc(NCCO)cc2)cc1. (5) The compound is O=c1c(=O)c2cc3ccccc3c3ccc4cccc1c4c23. The result is 1 (mutagenic). (6) The molecule is O=[N+]([O-])c1ccc(N(CCO)CCO)c(O)c1. The result is 1 (mutagenic). (7) The drug is Nc1ccc2ncccc2c1. The result is 0 (non-mutagenic). (8) The molecule is CC(C)=CCC/C(C)=C/C=C/C(C)=C/C=C/C(C)=C/C=C/C=C(C)/C=C/C=C(C)/C=C/C=C(\C)CCC=C(C)C. The result is 0 (non-mutagenic). (9) The compound is CC(=O)OC1Cc2ccc3ccc4cccc5cc1c2c3c45. The result is 1 (mutagenic). (10) The drug is Cc1cc(-c2cc3c(cc2F)n2c(=O)n(O)c(=O)cc2n3C2CC2)cc(C)n1. The result is 1 (mutagenic).